From a dataset of Choline transporter screen with 302,306 compounds. Binary Classification. Given a drug SMILES string, predict its activity (active/inactive) in a high-throughput screening assay against a specified biological target. The molecule is S(=O)(=O)(N1CCOCC1)c1ccc(NC(=O)C2CCCCC2)cc1. The result is 0 (inactive).